The task is: Predict the reactants needed to synthesize the given product.. This data is from Full USPTO retrosynthesis dataset with 1.9M reactions from patents (1976-2016). Given the product [Br:14][C:10]1[CH:9]=[C:8]([C:5]([F:6])([F:7])[CH2:4][OH:3])[CH:13]=[CH:12][CH:11]=1, predict the reactants needed to synthesize it. The reactants are: C([O:3][C:4](=O)[C:5]([C:8]1[CH:13]=[CH:12][CH:11]=[C:10]([Br:14])[CH:9]=1)([F:7])[F:6])C.FC(F)(CCC1C=CC=CC=1)CO.